Dataset: Forward reaction prediction with 1.9M reactions from USPTO patents (1976-2016). Task: Predict the product of the given reaction. (1) The product is: [CH2:34]([O:41][NH:42][C:19](=[O:21])[C:18]1[CH:22]=[C:23]([F:27])[C:24]([F:26])=[CH:25][C:17]=1[NH:16][C:15]1[CH:28]=[CH:29][C:30]([F:32])=[CH:31][C:14]=1[F:13])[C:35]1[CH:40]=[CH:39][CH:38]=[CH:37][CH:36]=1. Given the reactants C(N1C=CN=C1)(N1C=CN=C1)=O.[F:13][C:14]1[CH:31]=[C:30]([F:32])[CH:29]=[CH:28][C:15]=1[NH:16][C:17]1[CH:25]=[C:24]([F:26])[C:23]([F:27])=[CH:22][C:18]=1[C:19]([OH:21])=O.Cl.[CH2:34]([O:41][NH2:42])[C:35]1[CH:40]=[CH:39][CH:38]=[CH:37][CH:36]=1.C(N(CC)CC)C, predict the reaction product. (2) Given the reactants [CH:1]#[N+:2][CH2:3]S(C1C=CC(C)=CC=1)(=O)=O.[CH3:14][O:15][C:16]1[CH:17]=[CH:18][C:19]([C@H:22]2[CH2:24][C@@H:23]2[CH2:25][O:26][C:27]2[C:32]([CH:33]=[O:34])=[CH:31][N:30]=[C:29]([CH3:35])[N:28]=2)=[N:20][CH:21]=1.C([O-])([O-])=O.[K+].[K+], predict the reaction product. The product is: [CH3:14][O:15][C:16]1[CH:17]=[CH:18][C:19]([C@H:22]2[CH2:24][C@@H:23]2[CH2:25][O:26][C:27]2[C:32]([C:33]3[O:34][CH:3]=[N:2][CH:1]=3)=[CH:31][N:30]=[C:29]([CH3:35])[N:28]=2)=[N:20][CH:21]=1. (3) Given the reactants C(OC([NH:8][CH2:9][CH2:10][CH2:11][N:12]1[C:16]2[CH:17]=[CH:18][C:19]([C:21]([OH:23])=O)=[CH:20][C:15]=2[N:14]=[CH:13]1)=O)(C)(C)C.[NH2:24][C:25]1[S:26][CH:27]=[C:28]([C:30]2[CH:35]=[CH:34][N:33]=[CH:32][CH:31]=2)[N:29]=1, predict the reaction product. The product is: [N:33]1[CH:32]=[CH:31][C:30]([C:28]2[N:29]=[C:25]([NH:24][C:21]([C:19]3[CH:18]=[CH:17][C:16]4[N:12]([CH2:11][CH2:10][CH2:9][NH2:8])[CH:13]=[N:14][C:15]=4[CH:20]=3)=[O:23])[S:26][CH:27]=2)=[CH:35][CH:34]=1. (4) Given the reactants C([O:3][C:4](=[O:14])[CH2:5][CH2:6][CH2:7][CH2:8][CH2:9][CH2:10][C:11]1[CH2:13][CH:12]=1)C.[CH:15]([NH2:18])([CH3:17])[CH3:16], predict the reaction product. The product is: [CH:15]([NH2:18])([CH3:17])[CH3:16].[C:11]1([CH2:10][CH2:9][CH2:8][CH2:7][CH2:6][CH2:5][C:4]([OH:14])=[O:3])[CH2:12][CH:13]=1. (5) Given the reactants Br[C:2]1[CH:3]=[CH:4][C:5]2[N:10]([CH2:11][C:12]3[CH:17]=[CH:16][C:15]([O:18][CH3:19])=[CH:14][CH:13]=3)[C:9](=[O:20])[O:8][C:7]([CH2:25][NH:26][C:27](=[O:35])[C:28]3[CH:33]=[CH:32][C:31]([F:34])=[CH:30][CH:29]=3)([C:21]([F:24])([F:23])[F:22])[C:6]=2[CH:36]=1.[CH3:37][N:38](C=O)C, predict the reaction product. The product is: [C:37]([C:2]1[CH:3]=[CH:4][C:5]2[N:10]([CH2:11][C:12]3[CH:13]=[CH:14][C:15]([O:18][CH3:19])=[CH:16][CH:17]=3)[C:9](=[O:20])[O:8][C:7]([CH2:25][NH:26][C:27](=[O:35])[C:28]3[CH:33]=[CH:32][C:31]([F:34])=[CH:30][CH:29]=3)([C:21]([F:23])([F:22])[F:24])[C:6]=2[CH:36]=1)#[N:38]. (6) The product is: [CH2:1]([O:6][CH2:7][C:8]#[C:9][CH2:10][OH:12])[CH2:2][CH2:3][CH2:4][CH3:5]. Given the reactants [CH2:1]([O:6][CH2:7][C:8]#[CH:9])[CH2:2][CH2:3][CH2:4][CH3:5].[CH2:10]([O:12]CC)C.C([Li])CCC.C=O, predict the reaction product.